This data is from Catalyst prediction with 721,799 reactions and 888 catalyst types from USPTO. The task is: Predict which catalyst facilitates the given reaction. (1) Reactant: [C:1]([C:3]1[CH:4]=[C:5](Br)[CH:6]=[CH:7][C:8]=1[F:9])#[N:2].[NH:11]1[C:19]2[C:14](=[CH:15][CH:16]=[CH:17][CH:18]=2)[C:13]2([CH:23](B(O)O)[CH2:22][CH2:21][CH2:20]2)[C:12]1=[O:27].C([O-])(=O)C.[Na+].[OH-].[Na+]. Product: [C:1]([C:3]1[CH:4]=[C:5]([C:16]2[CH:15]=[C:14]3[C:19](=[CH:18][CH:17]=2)[NH:11][C:12](=[O:27])[C:13]23[CH2:23][CH2:22][CH2:21][CH2:20]2)[CH:6]=[CH:7][C:8]=1[F:9])#[N:2]. The catalyst class is: 108. (2) Reactant: [NH2:1][C@@H:2]([C@H:35]([C:43]1[CH:48]=[C:47]([F:49])[CH:46]=[C:45]([F:50])[CH:44]=1)[C:36]1[CH:41]=[CH:40][C:39]([F:42])=[CH:38][CH:37]=1)[C:3]([NH:5][C:6]1[CH:7]=[N:8][CH:9]=[C:10]([F:34])[C:11]=1[CH2:12][CH2:13][C@@H:14]1[N:19]([S:20]([CH:23]2[CH2:25][CH2:24]2)(=[O:22])=[O:21])[C@H:18]([CH3:26])[CH2:17][N:16](C(OC(C)(C)C)=O)[CH2:15]1)=[O:4].C(O)(C(F)(F)F)=O. Product: [CH:23]1([S:20]([N:19]2[C@H:18]([CH3:26])[CH2:17][NH:16][CH2:15][C@@H:14]2[CH2:13][CH2:12][C:11]2[C:10]([F:34])=[CH:9][N:8]=[CH:7][C:6]=2[NH:5][C:3](=[O:4])[C@H:2]([C@H:35]([C:43]2[CH:44]=[C:45]([F:50])[CH:46]=[C:47]([F:49])[CH:48]=2)[C:36]2[CH:37]=[CH:38][C:39]([F:42])=[CH:40][CH:41]=2)[NH2:1])(=[O:22])=[O:21])[CH2:25][CH2:24]1. The catalyst class is: 2. (3) Reactant: Cl.C[O:3][C:4]([C:8]1[S:9][CH:10]=[C:11]([CH2:13][OH:14])[N:12]=1)(OC)[CH3:5]. Product: [OH:14][CH2:13][C:11]1[N:12]=[C:8]([C:4](=[O:3])[CH3:5])[S:9][CH:10]=1. The catalyst class is: 95.